Dataset: Forward reaction prediction with 1.9M reactions from USPTO patents (1976-2016). Task: Predict the product of the given reaction. Given the reactants [CH3:1][C:2]1([CH3:18])[CH2:16][C:6]2[N:7]=[C:8]([N:10]3[CH2:15][CH2:14][O:13][CH2:12][CH2:11]3)[S:9][C:5]=2[C:4](=[O:17])[CH2:3]1.[NH2:19]OS(O)(=O)=O, predict the reaction product. The product is: [CH3:1][C:2]1([CH3:18])[CH2:3][C:4](=[O:17])[NH:19][C:5]2[S:9][C:8]([N:10]3[CH2:15][CH2:14][O:13][CH2:12][CH2:11]3)=[N:7][C:6]=2[CH2:16]1.